From a dataset of Forward reaction prediction with 1.9M reactions from USPTO patents (1976-2016). Predict the product of the given reaction. (1) Given the reactants O(C1C=CC(CCN)=CC=1)C1C=CC=CC=1.I[C:18]1[CH:61]=[CH:60][C:21]([CH2:22][N:23]([C:55](=[O:59])[C:56]([OH:58])=[O:57])[CH2:24][C:25]2[CH:30]=[CH:29][C:28]([C:31]3[CH:36]=[CH:35][C:34]([C:37]([NH:39][CH2:40][CH2:41][C:42]4[CH:47]=[CH:46][C:45]([O:48][C:49]5[CH:54]=[CH:53][CH:52]=[CH:51][CH:50]=5)=[CH:44][CH:43]=4)=[O:38])=[CH:33][CH:32]=3)=[CH:27][CH:26]=2)=[CH:20][CH:19]=1.[F:62][C:63]([F:74])([F:73])[O:64]C1C=CC=CC=1C=O, predict the reaction product. The product is: [O:59]=[C:55]([N:23]([CH2:24][C:25]1[CH:30]=[CH:29][C:28]([C:31]2[CH:36]=[CH:35][C:34]([C:37]([NH:39][CH2:40][CH2:41][C:42]3[CH:47]=[CH:46][C:45]([O:48][C:49]4[CH:54]=[CH:53][CH:52]=[CH:51][CH:50]=4)=[CH:44][CH:43]=3)=[O:38])=[CH:33][CH:32]=2)=[CH:27][CH:26]=1)[CH2:22][C:21]1[CH:60]=[CH:61][CH:18]=[CH:19][C:20]=1[O:64][C:63]([F:74])([F:73])[F:62])[C:56]([OH:58])=[O:57]. (2) Given the reactants Cl[C:2]1[CH:7]=[C:6]([N:8]2[CH2:13][CH2:12][N:11]([CH3:14])[CH2:10][CH2:9]2)[N:5]=[C:4]([NH2:15])[N:3]=1.CC1(C)C(C)(C)OB([C:24]2[CH:33]=[C:32]3[C:27]([CH2:28][CH2:29][N:30]([C:34]4[CH:35]=[CH:36][C:37]([C:40]#[N:41])=[N:38][CH:39]=4)[CH2:31]3)=[CH:26][CH:25]=2)O1.C(=O)([O-])[O-].[K+].[K+].O, predict the reaction product. The product is: [NH2:15][C:4]1[N:3]=[C:2]([C:24]2[CH:33]=[C:32]3[C:27]([CH2:28][CH2:29][N:30]([C:34]4[CH:35]=[CH:36][C:37]([C:40]#[N:41])=[N:38][CH:39]=4)[CH2:31]3)=[CH:26][CH:25]=2)[CH:7]=[C:6]([N:8]2[CH2:13][CH2:12][N:11]([CH3:14])[CH2:10][CH2:9]2)[N:5]=1.